This data is from Reaction yield outcomes from USPTO patents with 853,638 reactions. The task is: Predict the reaction yield, written as a fraction of the theoretical maximum amount of product (1.0 means a 100% yield; for example, 0.34 means a 34% yield). (1) The reactants are [O:1]=[C:2]1[CH2:6][CH2:5][CH2:4][N:3]1[C:7]1[CH:12]=[C:11]([CH2:13][NH:14][C:15]2[CH:23]=[CH:22][CH:21]=[CH:20][C:16]=2[C:17]([OH:19])=O)[CH:10]=[CH:9][N:8]=1.[NH2:24][C:25]1[CH:26]=[C:27]([C:31]([F:34])([F:33])[F:32])[CH:28]=[CH:29][CH:30]=1.CN1CCOCC1. The catalyst is CN(C)C=O.C(OCC)(=O)C. The product is [O:1]=[C:2]1[CH2:6][CH2:5][CH2:4][N:3]1[C:7]1[CH:12]=[C:11]([CH2:13][NH:14][C:15]2[CH:23]=[CH:22][CH:21]=[CH:20][C:16]=2[C:17]([NH:24][C:25]2[CH:30]=[CH:29][CH:28]=[C:27]([C:31]([F:32])([F:33])[F:34])[CH:26]=2)=[O:19])[CH:10]=[CH:9][N:8]=1. The yield is 0.420. (2) The reactants are C(O[CH:9]1[O:35][C@H:34]([C@H:36]([CH2:45][O:46][C:47](=[O:49])[CH3:48])[O:37][CH2:38][C:39]2[CH:44]=[CH:43][CH:42]=[CH:41][CH:40]=2)[C@@H:24]([O:25][CH2:26][C:27]2[CH:32]=[CH:31][C:30]([Br:33])=[CH:29][CH:28]=2)[C@H:15]([O:16][C:17](=[O:23])[CH2:18][CH2:19][C:20]([CH3:22])=[O:21])[C@@H:10]1[O:11][C:12](=[O:14])[CH3:13])(=O)CCC(C)=O.[C:50]([C:54]1[CH:55]=[CH:56][C:57]([CH3:61])=[C:58]([SH:60])[CH:59]=1)([CH3:53])([CH3:52])[CH3:51]. The catalyst is C(Cl)Cl. The product is [C:12]([O:11][C@H:10]1[C@@H:15]([O:16][C:17](=[O:23])[CH2:18][CH2:19][C:20]([CH3:22])=[O:21])[C@H:24]([O:25][CH2:26][C:27]2[CH:28]=[CH:29][C:30]([Br:33])=[CH:31][CH:32]=2)[C@@H:34]([C@H:36]([CH2:45][O:46][C:47](=[O:49])[CH3:48])[O:37][CH2:38][C:39]2[CH:44]=[CH:43][CH:42]=[CH:41][CH:40]=2)[O:35][CH:9]1[S:60][C:58]1[CH:59]=[C:54]([C:50]([CH3:52])([CH3:51])[CH3:53])[CH:55]=[CH:56][C:57]=1[CH3:61])(=[O:14])[CH3:13]. The yield is 0.660. (3) The reactants are [CH:1]1[C:6](/[CH:7]=[CH:8]/[C:9]([OH:11])=[O:10])=[CH:5][CH:4]=[C:3]([OH:12])[CH:2]=1.[CH3:13]O. No catalyst specified. The product is [CH3:13][O:10][C:9](=[O:11])[CH:8]=[CH:7][C:6]1[CH:5]=[CH:4][C:3]([OH:12])=[CH:2][CH:1]=1. The yield is 0.751. (4) The reactants are C[O:2][C:3](=O)[CH2:4][CH2:5][S:6]([C:9]1[CH:10]=[N:11][CH:12]=[C:13]([CH:15]([NH:19][C:20]([C:22]2[CH:23]=[N:24][N:25]([C:28]3[CH:33]=[CH:32][C:31]([Cl:34])=[CH:30][CH:29]=3)[C:26]=2[CH3:27])=[O:21])[CH2:16][CH2:17][CH3:18])[CH:14]=1)(=[O:8])=[O:7].[BH4-].[Li+]. The catalyst is C1COCC1. The product is [OH:2][CH2:3][CH2:4][CH2:5][S:6]([C:9]1[CH:14]=[C:13]([CH:15]([NH:19][C:20]([C:22]2[CH:23]=[N:24][N:25]([C:28]3[CH:29]=[CH:30][C:31]([Cl:34])=[CH:32][CH:33]=3)[C:26]=2[CH3:27])=[O:21])[CH2:16][CH2:17][CH3:18])[CH:12]=[N:11][CH:10]=1)(=[O:8])=[O:7]. The yield is 0.170. (5) The reactants are [NH2:1][CH2:2][C:3]1([CH3:10])[NH:7][C:6](=[O:8])[NH:5][C:4]1=[O:9].[CH3:11][S:12][C:13]1[N:17]([CH2:18][C:19]2[CH:27]=[CH:26][C:22]([C:23](O)=[O:24])=[CH:21][CH:20]=2)[C:16]2[CH:28]=[CH:29][CH:30]=[CH:31][C:15]=2[N:14]=1.N1CC(=O)NC1=O.C(O)(C(F)(F)F)=O. No catalyst specified. The product is [CH3:10][C:3]1([CH2:2][NH:1][C:23](=[O:24])[C:22]2[CH:26]=[CH:27][C:19]([CH2:18][N:17]3[C:16]4[CH:28]=[CH:29][CH:30]=[CH:31][C:15]=4[N:14]=[C:13]3[S:12][CH3:11])=[CH:20][CH:21]=2)[C:4](=[O:9])[NH:5][C:6](=[O:8])[NH:7]1. The yield is 0.390. (6) The reactants are [CH3:1][C:2]1[O:6][N:5]=[C:4]([C:7]2[CH:12]=[CH:11][CH:10]=[CH:9][CH:8]=2)[C:3]=1[CH2:13][O:14][C:15]1[CH:29]=[CH:28][C:18]([C:19]([NH:21][CH:22]2[CH2:27][CH2:26][O:25][CH2:24][CH2:23]2)=[O:20])=[CH:17][N:16]=1.[CH3:30][Si]([N-][Si](C)(C)C)(C)C.[K+].IC. The catalyst is C1COCC1. The product is [CH3:30][N:21]([CH:22]1[CH2:27][CH2:26][O:25][CH2:24][CH2:23]1)[C:19](=[O:20])[C:18]1[CH:28]=[CH:29][C:15]([O:14][CH2:13][C:3]2[C:4]([C:7]3[CH:8]=[CH:9][CH:10]=[CH:11][CH:12]=3)=[N:5][O:6][C:2]=2[CH3:1])=[N:16][CH:17]=1. The yield is 0.440.